Dataset: Full USPTO retrosynthesis dataset with 1.9M reactions from patents (1976-2016). Task: Predict the reactants needed to synthesize the given product. (1) Given the product [OH:7][CH2:6][CH2:5][O:4][CH2:3][CH2:2][NH:1][S:24]([CH2:23][C:18]1[CH:19]=[CH:20][CH:21]=[CH:22][C:17]=1[N+:14]([O-:16])=[O:15])(=[O:25])=[O:26], predict the reactants needed to synthesize it. The reactants are: [NH2:1][CH2:2][CH2:3][O:4][CH2:5][CH2:6][OH:7].C(=O)([O-])[O-].[K+].[K+].[N+:14]([C:17]1[CH:22]=[CH:21][CH:20]=[CH:19][C:18]=1[CH2:23][S:24](Cl)(=[O:26])=[O:25])([O-:16])=[O:15]. (2) The reactants are: [Cl:1][C:2]1[CH:3]=[C:4]([CH:9]([C:12]2[C:17]([CH2:18][CH3:19])=[C:16]([O:20][CH3:21])[N:15]=[C:14]([O:22][CH3:23])[N:13]=2)C#N)[CH:5]=[C:6]([Cl:8])[CH:7]=1.[H-].[Na+].CN(C=[O:30])C. Given the product [Cl:1][C:2]1[CH:3]=[C:4]([C:9]([C:12]2[C:17]([CH2:18][CH3:19])=[C:16]([O:20][CH3:21])[N:15]=[C:14]([O:22][CH3:23])[N:13]=2)=[O:30])[CH:5]=[C:6]([Cl:8])[CH:7]=1, predict the reactants needed to synthesize it. (3) The reactants are: [CH3:1][C:2]1[CH:27]=[C:26]([CH3:28])[CH:25]=[C:24]([CH3:29])[C:3]=1[C:4]([P:6]([C:13](=[O:23])[C:14]1[C:19]([CH3:20])=[CH:18][C:17]([CH3:21])=[CH:16][C:15]=1[CH3:22])([CH2:8][C:9]([O:11][CH3:12])=[O:10])=[O:7])=[O:5].[CH2:30](O)[C:31]#C.C([O-])(=O)CCCCCCCCCCC.C([O-])(=O)CCCCCCCCCCC.C([Sn+2]CCCC)CCC. Given the product [CH3:22][C:15]1[CH:16]=[C:17]([CH3:21])[CH:18]=[C:19]([CH3:20])[C:14]=1[C:13]([P:6]([CH2:8][C:9]([O:11][CH2:12][C:30]#[CH:31])=[O:10])([C:4](=[O:5])[C:3]1[C:24]([CH3:29])=[CH:25][C:26]([CH3:28])=[CH:27][C:2]=1[CH3:1])=[O:7])=[O:23], predict the reactants needed to synthesize it.